Dataset: Forward reaction prediction with 1.9M reactions from USPTO patents (1976-2016). Task: Predict the product of the given reaction. (1) Given the reactants [CH3:1][N:2]1[C:6]([CH:7]2[CH2:11][CH2:10][N:9]([C:12]([O:14][C:15]([CH3:18])([CH3:17])[CH3:16])=[O:13])[CH2:8]2)=[CH:5][CH:4]=[N:3]1.C1C(=O)N([Br:26])C(=O)C1, predict the reaction product. The product is: [Br:26][C:5]1[CH:4]=[N:3][N:2]([CH3:1])[C:6]=1[CH:7]1[CH2:11][CH2:10][N:9]([C:12]([O:14][C:15]([CH3:18])([CH3:17])[CH3:16])=[O:13])[CH2:8]1. (2) Given the reactants [C:1]([O:5][C:6]([N:8]1[CH2:12][CH2:11][CH:10]([N:13]([CH2:18][C:19]2[CH:24]=[CH:23][CH:22]=[C:21]([C:25]3[CH:30]=[CH:29][N:28]=[C:27](Cl)[N:26]=3)[CH:20]=2)[S:14]([CH3:17])(=[O:16])=[O:15])[CH2:9]1)=[O:7])([CH3:4])([CH3:3])[CH3:2].[NH2:32][CH2:33][CH2:34][C:35]1[CH:40]=[CH:39][C:38]([OH:41])=[CH:37][CH:36]=1, predict the reaction product. The product is: [C:1]([O:5][C:6]([N:8]1[CH2:12][CH2:11][CH:10]([N:13]([CH2:18][C:19]2[CH:24]=[CH:23][CH:22]=[C:21]([C:25]3[CH:30]=[CH:29][N:28]=[C:27]([NH:32][CH2:33][CH2:34][C:35]4[CH:40]=[CH:39][C:38]([OH:41])=[CH:37][CH:36]=4)[N:26]=3)[CH:20]=2)[S:14]([CH3:17])(=[O:16])=[O:15])[CH2:9]1)=[O:7])([CH3:4])([CH3:3])[CH3:2]. (3) The product is: [N:17]1([C:22]2[CH:30]=[CH:29][C:25]([C:26]([NH:1][CH:2]3[CH2:7][CH2:6][N:5]([C:8]([O:10][C:11]([CH3:12])([CH3:13])[CH3:14])=[O:9])[CH2:4][CH:3]3[O:15][CH3:16])=[O:27])=[CH:24][N:23]=2)[CH:21]=[N:20][N:19]=[N:18]1. Given the reactants [NH2:1][C@H:2]1[CH2:7][CH2:6][N:5]([C:8]([O:10][C:11]([CH3:14])([CH3:13])[CH3:12])=[O:9])[CH2:4][C@H:3]1[O:15][CH3:16].[N:17]1([C:22]2[CH:30]=[CH:29][C:25]([C:26](O)=[O:27])=[CH:24][N:23]=2)[CH:21]=[N:20][N:19]=[N:18]1.CN(C(ON1N=NC2C=CC=CC1=2)=[N+](C)C)C.[B-](F)(F)(F)F.C(N(CC)CC)C, predict the reaction product.